From a dataset of Peptide-MHC class I binding affinity with 185,985 pairs from IEDB/IMGT. Regression. Given a peptide amino acid sequence and an MHC pseudo amino acid sequence, predict their binding affinity value. This is MHC class I binding data. (1) The peptide sequence is ALVSNRVTL. The MHC is H-2-Db with pseudo-sequence H-2-Db. The binding affinity (normalized) is 0.382. (2) The peptide sequence is INFEAPVSI. The MHC is H-2-Kb with pseudo-sequence H-2-Kb. The binding affinity (normalized) is 0.340. (3) The MHC is HLA-A02:02 with pseudo-sequence HLA-A02:02. The binding affinity (normalized) is 0. The peptide sequence is MTIREFPRK. (4) The peptide sequence is FQTVNFNNA. The MHC is HLA-A30:01 with pseudo-sequence HLA-A30:01. The binding affinity (normalized) is 0.561. (5) The peptide sequence is VDFKTPGTY. The MHC is HLA-A29:02 with pseudo-sequence HLA-A29:02. The binding affinity (normalized) is 0.506. (6) The peptide sequence is RRGWEVLKY. The MHC is HLA-A11:01 with pseudo-sequence HLA-A11:01. The binding affinity (normalized) is 0.